Dataset: Full USPTO retrosynthesis dataset with 1.9M reactions from patents (1976-2016). Task: Predict the reactants needed to synthesize the given product. (1) Given the product [ClH:1].[CH:17]([NH:16][C:14]1[N:13]([CH3:20])[C:12]2[CH:21]=[CH:22][C:9]([N:8]([C:6]3[CH:5]=[CH:4][N:3]=[C:2]([NH:35][C:31]4[CH:32]=[CH:33][CH:34]=[C:29]([CH2:28][S:25]([CH3:24])(=[O:27])=[O:26])[CH:30]=4)[N:7]=3)[CH3:23])=[CH:10][C:11]=2[N:15]=1)([CH3:19])[CH3:18], predict the reactants needed to synthesize it. The reactants are: [Cl:1][C:2]1[N:7]=[C:6]([N:8]([CH3:23])[C:9]2[CH:22]=[CH:21][C:12]3[N:13]([CH3:20])[C:14]([NH:16][CH:17]([CH3:19])[CH3:18])=[N:15][C:11]=3[CH:10]=2)[CH:5]=[CH:4][N:3]=1.[CH3:24][S:25]([CH2:28][C:29]1[CH:30]=[C:31]([NH2:35])[CH:32]=[CH:33][CH:34]=1)(=[O:27])=[O:26]. (2) The reactants are: Br[C:2]1[CH:6]=[C:5]([C:7]2[CH:12]=[CH:11][CH:10]=[CH:9][CH:8]=2)[S:4][C:3]=1[CH:13]([O:19][C:20]([CH3:23])([CH3:22])[CH3:21])[C:14]([O:16][CH2:17][CH3:18])=[O:15].CC1(C)C(C)(C)OB([C:32]2[CH:33]=[C:34]3[C:39](=[CH:40][CH:41]=2)[O:38][CH2:37][CH2:36][CH2:35]3)O1.C(=O)([O-])[O-].[Na+].[Na+].C(O)C. Given the product [C:20]([O:19][CH:13]([C:3]1[S:4][C:5]([C:7]2[CH:12]=[CH:11][CH:10]=[CH:9][CH:8]=2)=[CH:6][C:2]=1[C:32]1[CH:41]=[CH:40][C:39]2[O:38][CH2:37][CH2:36][CH2:35][C:34]=2[CH:33]=1)[C:14]([O:16][CH2:17][CH3:18])=[O:15])([CH3:23])([CH3:22])[CH3:21], predict the reactants needed to synthesize it.